This data is from Forward reaction prediction with 1.9M reactions from USPTO patents (1976-2016). The task is: Predict the product of the given reaction. (1) Given the reactants [F:1][C:2]([F:23])([F:22])[C:3]1[CH:17]=[C:16]([C:18]([F:21])([F:20])[F:19])[CH:15]=[CH:14][C:4]=1[CH2:5][N:6]1[CH2:11][CH2:10][CH:9]([CH:12]=O)[CH2:8][CH2:7]1.[CH3:24][NH:25][C:26]1[CH2:30][S:29][C:28](=[O:31])[N:27]=1.C([O-])(=O)C.[NH2+]1CCCCC1, predict the reaction product. The product is: [F:23][C:2]([F:1])([F:22])[C:3]1[CH:17]=[C:16]([C:18]([F:21])([F:20])[F:19])[CH:15]=[CH:14][C:4]=1[CH2:5][N:6]1[CH2:11][CH2:10][CH:9](/[CH:12]=[C:30]2/[C:26]([NH:25][CH3:24])=[N:27][C:28](=[O:31])[S:29]/2)[CH2:8][CH2:7]1. (2) Given the reactants [CH3:1][N:2]1[C:6]([CH3:7])=[C:5]([CH2:8][NH:9]C(=O)OC(C)(C)C)[C:4](=[O:17])[NH:3]1.[ClH:18], predict the reaction product. The product is: [ClH:18].[NH2:9][CH2:8][C:5]1[C:4](=[O:17])[NH:3][N:2]([CH3:1])[C:6]=1[CH3:7]. (3) Given the reactants [Na].Cl.[CH:3]1([C:6](=[NH:8])[NH2:7])[CH2:5][CH2:4]1.C([O:11][C:12](=O)[CH:13]([F:19])[C:14](OCC)=[O:15])C.Cl, predict the reaction product. The product is: [CH:3]1([C:6]2[N:7]=[C:14]([OH:15])[C:13]([F:19])=[C:12]([OH:11])[N:8]=2)[CH2:5][CH2:4]1.